This data is from Full USPTO retrosynthesis dataset with 1.9M reactions from patents (1976-2016). The task is: Predict the reactants needed to synthesize the given product. Given the product [OH:33][C@H:31]([CH3:32])[CH2:30][NH:29][C:11]([C:9]1[CH:8]=[CH:7][C:6]2[N:2]([CH3:1])[C:3]([NH:14][C:15]3[S:16][C:17]4[CH:23]=[C:22]([O:24][C:25]([F:27])([F:26])[F:28])[CH:21]=[CH:20][C:18]=4[N:19]=3)=[N:4][C:5]=2[CH:10]=1)=[O:12], predict the reactants needed to synthesize it. The reactants are: [CH3:1][N:2]1[C:6]2[CH:7]=[CH:8][C:9]([C:11](O)=[O:12])=[CH:10][C:5]=2[N:4]=[C:3]1[NH:14][C:15]1[S:16][C:17]2[CH:23]=[C:22]([O:24][C:25]([F:28])([F:27])[F:26])[CH:21]=[CH:20][C:18]=2[N:19]=1.[NH2:29][CH2:30][C@H:31]([OH:33])[CH3:32].CN(C(ON1N=NC2C=CC=CC1=2)=[N+](C)C)C.F[P-](F)(F)(F)(F)F.CCN(C(C)C)C(C)C.